This data is from NCI-60 drug combinations with 297,098 pairs across 59 cell lines. The task is: Regression. Given two drug SMILES strings and cell line genomic features, predict the synergy score measuring deviation from expected non-interaction effect. (1) Synergy scores: CSS=-4.94, Synergy_ZIP=4.01, Synergy_Bliss=2.80, Synergy_Loewe=-2.40, Synergy_HSA=-5.02. Cell line: RXF 393. Drug 1: CC1C(C(=O)NC(C(=O)N2CCCC2C(=O)N(CC(=O)N(C(C(=O)O1)C(C)C)C)C)C(C)C)NC(=O)C3=C4C(=C(C=C3)C)OC5=C(C(=O)C(=C(C5=N4)C(=O)NC6C(OC(=O)C(N(C(=O)CN(C(=O)C7CCCN7C(=O)C(NC6=O)C(C)C)C)C)C(C)C)C)N)C. Drug 2: CCN(CC)CCNC(=O)C1=C(NC(=C1C)C=C2C3=C(C=CC(=C3)F)NC2=O)C. (2) Drug 1: CC12CCC(CC1=CCC3C2CCC4(C3CC=C4C5=CN=CC=C5)C)O. Drug 2: C1C(C(OC1N2C=C(C(=O)NC2=O)F)CO)O. Cell line: NCI-H460. Synergy scores: CSS=53.8, Synergy_ZIP=-1.45, Synergy_Bliss=-2.79, Synergy_Loewe=-18.4, Synergy_HSA=-2.86. (3) Drug 1: CC=C1C(=O)NC(C(=O)OC2CC(=O)NC(C(=O)NC(CSSCCC=C2)C(=O)N1)C(C)C)C(C)C. Drug 2: CC1=C(C(=O)C2=C(C1=O)N3CC4C(C3(C2COC(=O)N)OC)N4)N. Cell line: DU-145. Synergy scores: CSS=62.3, Synergy_ZIP=5.26, Synergy_Bliss=7.32, Synergy_Loewe=-1.06, Synergy_HSA=7.73. (4) Drug 1: CN(C(=O)NC(C=O)C(C(C(CO)O)O)O)N=O. Drug 2: C(CCl)NC(=O)N(CCCl)N=O. Cell line: SF-268. Synergy scores: CSS=54.3, Synergy_ZIP=-0.700, Synergy_Bliss=0.467, Synergy_Loewe=-1.05, Synergy_HSA=4.95. (5) Drug 1: CCC1(C2=C(COC1=O)C(=O)N3CC4=CC5=C(C=CC(=C5CN(C)C)O)N=C4C3=C2)O.Cl. Drug 2: COCCOC1=C(C=C2C(=C1)C(=NC=N2)NC3=CC=CC(=C3)C#C)OCCOC.Cl. Cell line: SF-268. Synergy scores: CSS=25.8, Synergy_ZIP=-1.69, Synergy_Bliss=-4.24, Synergy_Loewe=-33.3, Synergy_HSA=-5.10. (6) Drug 1: CCCS(=O)(=O)NC1=C(C(=C(C=C1)F)C(=O)C2=CNC3=C2C=C(C=N3)C4=CC=C(C=C4)Cl)F. Drug 2: C1C(C(OC1N2C=NC3=C(N=C(N=C32)Cl)N)CO)O. Cell line: SK-OV-3. Synergy scores: CSS=-1.87, Synergy_ZIP=0.505, Synergy_Bliss=-2.59, Synergy_Loewe=-3.01, Synergy_HSA=-3.87. (7) Drug 1: COC1=NC(=NC2=C1N=CN2C3C(C(C(O3)CO)O)O)N. Drug 2: CS(=O)(=O)CCNCC1=CC=C(O1)C2=CC3=C(C=C2)N=CN=C3NC4=CC(=C(C=C4)OCC5=CC(=CC=C5)F)Cl. Cell line: MOLT-4. Synergy scores: CSS=61.9, Synergy_ZIP=-0.649, Synergy_Bliss=0.316, Synergy_Loewe=-4.87, Synergy_HSA=-0.474. (8) Drug 1: CN(C)C1=NC(=NC(=N1)N(C)C)N(C)C. Drug 2: C(CN)CNCCSP(=O)(O)O. Cell line: CAKI-1. Synergy scores: CSS=0.899, Synergy_ZIP=-3.39, Synergy_Bliss=-5.73, Synergy_Loewe=-3.77, Synergy_HSA=-3.23. (9) Drug 1: CCCS(=O)(=O)NC1=C(C(=C(C=C1)F)C(=O)C2=CNC3=C2C=C(C=N3)C4=CC=C(C=C4)Cl)F. Drug 2: CS(=O)(=O)CCNCC1=CC=C(O1)C2=CC3=C(C=C2)N=CN=C3NC4=CC(=C(C=C4)OCC5=CC(=CC=C5)F)Cl. Cell line: HT29. Synergy scores: CSS=54.5, Synergy_ZIP=13.7, Synergy_Bliss=14.5, Synergy_Loewe=-4.15, Synergy_HSA=10.9. (10) Drug 1: CC1OCC2C(O1)C(C(C(O2)OC3C4COC(=O)C4C(C5=CC6=C(C=C35)OCO6)C7=CC(=C(C(=C7)OC)O)OC)O)O. Drug 2: C1CN(CCN1C(=O)CCBr)C(=O)CCBr. Cell line: K-562. Synergy scores: CSS=48.8, Synergy_ZIP=-1.61, Synergy_Bliss=0.614, Synergy_Loewe=-10.2, Synergy_HSA=4.02.